From a dataset of NCI-60 drug combinations with 297,098 pairs across 59 cell lines. Regression. Given two drug SMILES strings and cell line genomic features, predict the synergy score measuring deviation from expected non-interaction effect. (1) Drug 1: C1C(C(OC1N2C=C(C(=O)NC2=O)F)CO)O. Drug 2: CN1C(=O)N2C=NC(=C2N=N1)C(=O)N. Cell line: HOP-92. Synergy scores: CSS=18.9, Synergy_ZIP=-1.98, Synergy_Bliss=0.798, Synergy_Loewe=-18.7, Synergy_HSA=-0.0280. (2) Drug 1: C1=NC2=C(N1)C(=S)N=C(N2)N. Drug 2: CC1=C2C(C(=O)C3(C(CC4C(C3C(C(C2(C)C)(CC1OC(=O)C(C(C5=CC=CC=C5)NC(=O)C6=CC=CC=C6)O)O)OC(=O)C7=CC=CC=C7)(CO4)OC(=O)C)O)C)OC(=O)C. Cell line: SK-MEL-28. Synergy scores: CSS=22.9, Synergy_ZIP=-12.9, Synergy_Bliss=-3.66, Synergy_Loewe=-12.0, Synergy_HSA=-3.00. (3) Drug 1: CCC1(C2=C(COC1=O)C(=O)N3CC4=CC5=C(C=CC(=C5CN(C)C)O)N=C4C3=C2)O.Cl. Drug 2: CC1CCCC2(C(O2)CC(NC(=O)CC(C(C(=O)C(C1O)C)(C)C)O)C(=CC3=CSC(=N3)C)C)C. Cell line: HL-60(TB). Synergy scores: CSS=77.3, Synergy_ZIP=-0.00580, Synergy_Bliss=-0.749, Synergy_Loewe=-2.30, Synergy_HSA=0.764.